This data is from Catalyst prediction with 721,799 reactions and 888 catalyst types from USPTO. The task is: Predict which catalyst facilitates the given reaction. (1) Reactant: [CH:1]1([NH2:4])[CH2:3][CH2:2]1.C(O)(=O)C.[CH2:9]([O:16][C:17]([N:19]1[CH2:24][CH2:23][CH:22]([CH:25]=O)[CH2:21][CH2:20]1)=[O:18])[C:10]1[CH:15]=[CH:14][CH:13]=[CH:12][CH:11]=1.C([BH3-])#N.[Na+]. Product: [CH2:9]([O:16][C:17]([N:19]1[CH2:24][CH2:23][CH:22]([CH2:25][NH:4][CH:1]2[CH2:3][CH2:2]2)[CH2:21][CH2:20]1)=[O:18])[C:10]1[CH:11]=[CH:12][CH:13]=[CH:14][CH:15]=1. The catalyst class is: 5. (2) Reactant: [F:1][C:2]([F:7])([F:6])[C:3]([OH:5])=[O:4].FC(F)(F)C(O)=O.[NH2:15][C:16]1[N:25]2[CH2:26][CH2:27][N:28]=[C:24]2[C:23]2[CH:22]=[CH:21][C:20]([OH:29])=[C:19]([O:30][CH3:31])[C:18]=2[N:17]=1.C(N(CC)CC)C. Product: [F:1][C:2]([F:7])([F:6])[C:3]([OH:5])=[O:4].[NH2:15][C:16]1[N:25]2[CH2:26][CH2:27][N:28]=[C:24]2[C:23]2[CH:22]=[CH:21][C:20]([OH:29])=[C:19]([O:30][CH3:31])[C:18]=2[N:17]=1. The catalyst class is: 2. (3) Reactant: [NH2:1][C:2]1([C:15]([O:17][CH2:18][CH3:19])=[O:16])[CH2:7][CH2:6][N:5]([CH2:8][C:9]2[CH:14]=[CH:13][CH:12]=[CH:11][CH:10]=2)[CH2:4][CH2:3]1.N1C=CC=CC=1.[Cl:26][CH2:27][CH2:28][CH2:29][C:30](Cl)=[O:31].C([O-])(O)=O.[Na+]. Product: [CH2:8]([N:5]1[CH2:4][CH2:3][C:2]([NH:1][C:30](=[O:31])[CH2:29][CH2:28][CH2:27][Cl:26])([C:15]([O:17][CH2:18][CH3:19])=[O:16])[CH2:7][CH2:6]1)[C:9]1[CH:10]=[CH:11][CH:12]=[CH:13][CH:14]=1. The catalyst class is: 2.